Dataset: Reaction yield outcomes from USPTO patents with 853,638 reactions. Task: Predict the reaction yield, written as a fraction of the theoretical maximum amount of product (1.0 means a 100% yield; for example, 0.34 means a 34% yield). The reactants are [CH3:1][O:2][C:3]1[CH:4]=[C:5]([CH:31]=[CH:32][CH:33]=1)[CH2:6][NH:7][C:8]([C:10]1[NH:11][C:12](=[O:30])[C:13]2[C:18]([CH2:19][O:20][CH2:21][C@H:22]3[CH2:27][O:26][C@H:25]([CH2:28][OH:29])[CH2:24][O:23]3)=[CH:17][S:16][C:14]=2[N:15]=1)=[O:9].[Cr](O[Cr]([O-])(=O)=O)([O-])(=O)=[O:35].[NH+]1C=CC=CC=1.[NH+]1C=CC=CC=1. The catalyst is CN(C)C=O.O. The product is [CH3:1][O:2][C:3]1[CH:4]=[C:5]([CH:31]=[CH:32][CH:33]=1)[CH2:6][NH:7][C:8]([C:10]1[NH:11][C:12](=[O:30])[C:13]2[C:18]([CH2:19][O:20][CH2:21][C@@H:22]3[CH2:27][O:26][C@@H:25]([C:28]([OH:35])=[O:29])[CH2:24][O:23]3)=[CH:17][S:16][C:14]=2[N:15]=1)=[O:9]. The yield is 0.410.